Dataset: NCI-60 drug combinations with 297,098 pairs across 59 cell lines. Task: Regression. Given two drug SMILES strings and cell line genomic features, predict the synergy score measuring deviation from expected non-interaction effect. (1) Drug 1: CC1C(C(CC(O1)OC2CC(OC(C2O)C)OC3=CC4=CC5=C(C(=O)C(C(C5)C(C(=O)C(C(C)O)O)OC)OC6CC(C(C(O6)C)O)OC7CC(C(C(O7)C)O)OC8CC(C(C(O8)C)O)(C)O)C(=C4C(=C3C)O)O)O)O. Drug 2: COCCOC1=C(C=C2C(=C1)C(=NC=N2)NC3=CC=CC(=C3)C#C)OCCOC.Cl. Cell line: NCI-H460. Synergy scores: CSS=16.1, Synergy_ZIP=2.57, Synergy_Bliss=3.00, Synergy_Loewe=-27.6, Synergy_HSA=1.08. (2) Drug 1: CC1C(C(CC(O1)OC2CC(CC3=C2C(=C4C(=C3O)C(=O)C5=C(C4=O)C(=CC=C5)OC)O)(C(=O)C)O)N)O.Cl. Drug 2: CC1=C2C(C(=O)C3(C(CC4C(C3C(C(C2(C)C)(CC1OC(=O)C(C(C5=CC=CC=C5)NC(=O)OC(C)(C)C)O)O)OC(=O)C6=CC=CC=C6)(CO4)OC(=O)C)O)C)O. Cell line: SK-MEL-2. Synergy scores: CSS=26.5, Synergy_ZIP=-6.61, Synergy_Bliss=-5.61, Synergy_Loewe=-14.7, Synergy_HSA=-4.11. (3) Drug 1: C1CN1P(=S)(N2CC2)N3CC3. Drug 2: C1=CC=C(C=C1)NC(=O)CCCCCCC(=O)NO. Cell line: K-562. Synergy scores: CSS=21.7, Synergy_ZIP=0.644, Synergy_Bliss=7.49, Synergy_Loewe=-2.62, Synergy_HSA=6.53. (4) Drug 1: COC1=NC(=NC2=C1N=CN2C3C(C(C(O3)CO)O)O)N. Drug 2: C1CN(CCN1C(=O)CCBr)C(=O)CCBr. Cell line: MDA-MB-231. Synergy scores: CSS=8.09, Synergy_ZIP=-1.25, Synergy_Bliss=5.37, Synergy_Loewe=0.00885, Synergy_HSA=2.42. (5) Drug 1: C(=O)(N)NO. Drug 2: CC1=C(C=C(C=C1)C(=O)NC2=CC(=CC(=C2)C(F)(F)F)N3C=C(N=C3)C)NC4=NC=CC(=N4)C5=CN=CC=C5. Cell line: NCI-H460. Synergy scores: CSS=-0.688, Synergy_ZIP=-0.187, Synergy_Bliss=-1.08, Synergy_Loewe=-0.966, Synergy_HSA=-1.64. (6) Drug 1: CC1=C2C(C(=O)C3(C(CC4C(C3C(C(C2(C)C)(CC1OC(=O)C(C(C5=CC=CC=C5)NC(=O)OC(C)(C)C)O)O)OC(=O)C6=CC=CC=C6)(CO4)OC(=O)C)O)C)O. Drug 2: C1=CC=C(C(=C1)C(C2=CC=C(C=C2)Cl)C(Cl)Cl)Cl. Cell line: EKVX. Synergy scores: CSS=-1.98, Synergy_ZIP=-0.147, Synergy_Bliss=-2.56, Synergy_Loewe=-1.68, Synergy_HSA=-2.75.